Dataset: Forward reaction prediction with 1.9M reactions from USPTO patents (1976-2016). Task: Predict the product of the given reaction. Given the reactants [Br:1][C:2]1[CH:7]=[CH:6][N:5]=[C:4]2[N:8]([S:24]([C:27]3[CH:33]=[CH:32][C:30]([CH3:31])=[CH:29][CH:28]=3)(=[O:26])=[O:25])[C:9]([C:11]3[CH2:16][CH2:15][N:14](C(OC(C)(C)C)=O)[CH2:13][CH:12]=3)=[CH:10][C:3]=12.[F:34][C:35]([F:40])([F:39])[C:36]([OH:38])=[O:37], predict the reaction product. The product is: [Br:1][C:2]1[CH:7]=[CH:6][N:5]=[C:4]2[N:8]([S:24]([C:27]3[CH:28]=[CH:29][C:30]([CH3:31])=[CH:32][CH:33]=3)(=[O:26])=[O:25])[C:9]([C:11]3[CH2:16][CH2:15][NH:14][CH2:13][CH:12]=3)=[CH:10][C:3]=12.[F:34][C:35]([F:40])([F:39])[C:36]([OH:38])=[O:37].